This data is from Drug-target binding data from BindingDB using IC50 measurements. The task is: Regression. Given a target protein amino acid sequence and a drug SMILES string, predict the binding affinity score between them. We predict pIC50 (pIC50 = -log10(IC50 in M); higher means more potent). Dataset: bindingdb_ic50. (1) The compound is CO[C@H]1[C@@H](OC(=O)c2ccc(C)[nH]2)[C@@H](O)C(Oc2ccc3c(O)c(NC(=O)c4ccc(O)c(CC=C(C)C)c4)c(=O)oc3c2Cl)OC1(C)C. The target protein (P25779) has sequence MSGWARALLLAAVLVVMACLVPAATASLHAEETLTSQFAEFKQKHGRVYESAAEEAFRLSVFRENLFLARLHAAANPHATFGVTPFSDLTREEFRSRYHNGAAHFAAAQERARVPVKVEVVGAPAAVDWRARGAVTAVKDQGQCGSCWAFSAIGNVECQWFLAGHPLTNLSEQMLVSCDKTDSGCSGGLMNNAFEWIVQENNGAVYTEDSYPYASGEGISPPCTTSGHTVGATITGHVELPQDEAQIAAWLAVNGPVAVAVDASSWMTYTGGVMTSCVSEQLDHGVLLVGYNDSAAVPYWIIKNSWTTQWGEEGYIRIAKGSNQCLVKEEASSAVVGGPGPTPEPTTTTTTSAPGPSPSYFVQMSCTDAACIVGCENVTLPTGQCLLTTSGVSAIVTCGAETLTEEVFLTSTHCSGPSVRSSVPLNKCNRLLRGSVEFFCGSSSSGRLADVDRQRRHQPYHSRHRRL. The pIC50 is 4.8. (2) The drug is C[C@@H]1N[C@H](CC(=O)Nc2ccc(F)cc2)[C@@H](O)[C@H](O)[C@@H]1O. The target protein (P17164) has sequence MWDLKSEWWAVGFGLLLLLAASAQAGGLAPHHYTPDWPSLDSRPLPRWFDEAKFGLFVHWGVYSVPAWGSEWFWWHWQGEQSSAYVRFMKENYPPGFSYADFAPQFTARFFHPEEWADLFQAAGAKYVVLTAKHHEGFTNWPSAVSWNWNSKDVGPHRDLVGELGAAVRKRNIRYGLYHSLFEWFHPLYLLDKKNGLKTQHFVSTKTMPELYDLVNRYKPDLIWSDGEWECPDSYWNSTEFLAWLYNESPVKDQVVVNDRWGQNCSCRHGGYYNCEDKYRPHSLPDHKWEMCTSVDKASWGYRRDMSMSTIVDENEIIEELVQTISLGGNYLLNIGPNKDGVIVPIFQERLLAVGKWLQINGEAIYASKPWRVQSERNKTVVWYTTKDSAVYATFLHWPEDGVVNLQSPKMTSATKITMLGMEGELHWTQDPLEGVLITLPQLPPGTFPVESAWTLKLTKVN. The pIC50 is 7.0. (3) The drug is Cn1sc(=O)n(-c2ccc(Cl)cc2)c1=O. The target is XTSFAESXKPVQQPSAFGS. The pIC50 is 5.4. (4) The drug is O=P(O)(O)O[C@H]1[C@H](O)[C@@H](O)[C@@H](OP(=O)(O)O)[C@@H](OP(=O)(O)O)[C@@H]1OP(=O)(O)O. The target protein (P17105) has sequence MTLPGHPTGMARPRGAGPCSPGLERAPRRSVGELRLLFEARCAAVAAAAAAGEPRARGAKRRGGQVPNGLPRAAPAPVIPQLTVTSEEDVAPASPGPPDREGNWLPAAGSHLQQPRRLSTSSLSSTGSSSLLEDSEDDLLSDSESRSRGNVQLETSEDVGQKSHWQKIRTMVNLPVMSPFKKRYSWVQLAGHTGSFKAAGTSGLILKRSSEPEHYCLVRLMADVLRGCVPAFHGVVERDGESYLQLQDLLDGFDGPCVLDCKMGVRTYLEEELTKARERPKLRKDMYKKMLAVDPEAPTEEEHAQRAVTKPRYMQWREGISSSTTLGFRIEGIKKADGSCSTDFKTTRSREQVTRVFEEFMQGDAEVLKRYLNRLQQIRDTLEISDFFRRHEVIGSSLLFVHDHCHRAGVWLIDFGKTTPLPDGQILDHRRPWEEGNREDGYLLGLDNLIGILANLAER. The pIC50 is 4.0. (5) The compound is CCOC(=O)CNC(=O)C(C1CC1)n1c(Cc2ccccc2)nc2cc(Br)c(Br)cc21. The target protein sequence is MASQPNSSAKKKEEKGKNIQVVVRCRPFNLAERKASAHSIVECDPVRKEVSVRTGGLADKSSRKTYTFDMVFGASTKQIDVYRSVVCPILDEVIMGYNCTIFAYGQTGTGKTFTMEGERSPNEEYTWEEDPLAGIIPRTLHQIFEKLTDNGTEFSVKVSLLEIYNEELFDLLNPSSDVSERLQMFDDPRNKRGVIIKGLEEITVHNKDEVYQILEKGAAKRTTAATLMNAYSSRSHSVFSVTIHMKETTIDGEELVKIGKLNLVDLAGSENIGRSGAVDKRAREAGNINQSLLTLGRVITALVERTPHVPYRESKLTRILQDSLGGRTRTSIIATISPASLNLEETLSTLEYAHRAKNILNKPEVNQKLTKKALIKEYTEEIERLKRDLAAAREKNGVYISEENFRVMSGKLTVQEEQIVELIEKIGAVEEELNRVTELFMDNKNELDQCKSDLQNKTQELETTQKHLQETKLQLVKEEYITSALESTEEKLHDAASKLL.... The pIC50 is 5.6.